Dataset: Full USPTO retrosynthesis dataset with 1.9M reactions from patents (1976-2016). Task: Predict the reactants needed to synthesize the given product. (1) Given the product [C:26]([O:30][C:31]([N:33]1[CH2:38][CH2:37][N:36]([CH2:39][CH2:40][CH2:41][O:23][C:20]2[CH:21]=[CH:22][C:17]([C:16]([O:15][CH2:13][CH3:14])=[O:25])=[CH:18][C:19]=2[F:24])[CH2:35][CH2:34]1)=[O:32])([CH3:29])([CH3:28])[CH3:27], predict the reactants needed to synthesize it. The reactants are: CCOC(/N=N/C(OCC)=O)=O.[CH2:13]([O:15][C:16](=[O:25])[C:17]1[CH:22]=[CH:21][C:20]([OH:23])=[C:19]([F:24])[CH:18]=1)[CH3:14].[C:26]([O:30][C:31]([N:33]1[CH2:38][CH2:37][N:36]([CH2:39][CH2:40][CH2:41]O)[CH2:35][CH2:34]1)=[O:32])([CH3:29])([CH3:28])[CH3:27]. (2) The reactants are: [NH2:1][CH2:2][CH2:3][CH2:4][N:5]1[CH2:9][CH2:8][CH2:7][C:6]1=[O:10].[CH3:11][N:12]([C:19]1[N:24]2[N:25]=[CH:26][C:27]([CH2:28][CH2:29][C:30](O)=[O:31])=[C:23]2[N:22]=[CH:21][N:20]=1)[C:13]1[CH:18]=[CH:17][CH:16]=[CH:15][CH:14]=1.CCN=C=NCCCN(C)C.O. Given the product [CH3:11][N:12]([C:19]1[N:24]2[N:25]=[CH:26][C:27]([CH2:28][CH2:29][C:30]([NH:1][CH2:2][CH2:3][CH2:4][N:5]3[CH2:9][CH2:8][CH2:7][C:6]3=[O:10])=[O:31])=[C:23]2[N:22]=[CH:21][N:20]=1)[C:13]1[CH:14]=[CH:15][CH:16]=[CH:17][CH:18]=1, predict the reactants needed to synthesize it.